Dataset: Peptide-MHC class I binding affinity with 185,985 pairs from IEDB/IMGT. Task: Regression. Given a peptide amino acid sequence and an MHC pseudo amino acid sequence, predict their binding affinity value. This is MHC class I binding data. (1) The peptide sequence is LYQPPQTSI. The MHC is HLA-A01:01 with pseudo-sequence HLA-A01:01. The binding affinity (normalized) is 0. (2) The peptide sequence is KIGEVIGPK. The MHC is HLA-A26:02 with pseudo-sequence HLA-A26:02. The binding affinity (normalized) is 0.0847. (3) The peptide sequence is HKIPDPQGM. The MHC is HLA-A68:02 with pseudo-sequence HLA-A68:02. The binding affinity (normalized) is 0.0847. (4) The peptide sequence is FPVKPQVPL. The MHC is HLA-B58:01 with pseudo-sequence HLA-B58:01. The binding affinity (normalized) is 0. (5) The MHC is HLA-B45:01 with pseudo-sequence HLA-B45:01. The binding affinity (normalized) is 0. The peptide sequence is SLREWLLRI.